Predict the reaction yield, written as a fraction of the theoretical maximum amount of product (1.0 means a 100% yield; for example, 0.34 means a 34% yield). From a dataset of Reaction yield outcomes from USPTO patents with 853,638 reactions. The reactants are [CH2:1]([O:3][C:4](=[O:12])[C:5]([CH3:11])([CH3:10])[CH2:6][CH2:7][CH2:8]Br)[CH3:2].[Na+].[I-].[H-].[Na+].[CH2:17]([OH:20])[CH2:18][OH:19]. The catalyst is O. The product is [CH2:1]([O:3][C:4](=[O:12])[C:5]([CH3:11])([CH3:10])[CH2:6][CH2:7][CH2:8][O:19][CH2:18][CH2:17][OH:20])[CH3:2]. The yield is 0.200.